This data is from Cav3 T-type calcium channel HTS with 100,875 compounds. The task is: Binary Classification. Given a drug SMILES string, predict its activity (active/inactive) in a high-throughput screening assay against a specified biological target. (1) The drug is o1c(C2Cc3nc(ncc3C(=O)C2)Nc2c(cc(cc2)C)C)ccc1. The result is 0 (inactive). (2) The compound is s1c(NC(=O)CN2CCN(CC2)c2cc(OC)ccc2)nnc1c1ccccc1. The result is 1 (active). (3) The molecule is Brc1n(c2c(n(c(=O)n(c2=O)C)C)n1)C. The result is 0 (inactive). (4) The compound is o1nc(nc1CCC(=O)Nc1ccc(cc1)C(OCC)=O)c1cc(ccc1)C. The result is 0 (inactive). (5) The molecule is Clc1cc2c(NCCN(C)C)c(cnc2cc1)C(OCC)=O. The result is 0 (inactive). (6) The drug is O=C(NCc1cc(OC)c(OC)cc1)C(\C=C(\C(NC(OCc1ccccc1)=O)c1ccc(cc1)C(OC)=O)C)C. The result is 0 (inactive). (7) The molecule is s1c(c(nc1NC(=O)C)c1ccccc1)C(OCC)=O. The result is 0 (inactive).